From a dataset of Forward reaction prediction with 1.9M reactions from USPTO patents (1976-2016). Predict the product of the given reaction. Given the reactants [C:1]([O:4][CH2:5][CH2:6][O:7][C:8]1[CH:13]=[CH:12][C:11]([N+:14]([O-])=O)=[CH:10][C:9]=1[O:17][CH3:18])(=[O:3])[CH3:2], predict the reaction product. The product is: [NH2:14][C:11]1[CH:12]=[CH:13][C:8]([O:7][CH2:6][CH2:5][O:4][C:1](=[O:3])[CH3:2])=[C:9]([O:17][CH3:18])[CH:10]=1.